This data is from Retrosynthesis with 50K atom-mapped reactions and 10 reaction types from USPTO. The task is: Predict the reactants needed to synthesize the given product. Given the product CCOC(=O)C1(C(O)c2ccc(Cl)cc2Cl)CCCC1, predict the reactants needed to synthesize it. The reactants are: CCOC(=O)C1(C(=O)c2ccc(Cl)cc2Cl)CCCC1.